This data is from Forward reaction prediction with 1.9M reactions from USPTO patents (1976-2016). The task is: Predict the product of the given reaction. (1) Given the reactants [F:1][C:2]1[CH:3]=[C:4]([C:10]2[CH:15]=[CH:14][C:13]([OH:16])=[CH:12][CH:11]=2)[CH:5]=[CH:6][C:7]=1[C:8]#[N:9].Br[CH2:18][CH2:19][O:20][CH3:21].[I-].[K+].C(=O)([O-])[O-].[K+].[K+], predict the reaction product. The product is: [F:1][C:2]1[CH:3]=[C:4]([C:10]2[CH:15]=[CH:14][C:13]([O:16][CH2:18][CH2:19][O:20][CH3:21])=[CH:12][CH:11]=2)[CH:5]=[CH:6][C:7]=1[C:8]#[N:9]. (2) Given the reactants [OH:1][C:2]1[CH:3]=[C:4]2[C:9](=[CH:10][CH:11]=1)[C:8]([NH:12][C:13](=[O:19])[O:14][C:15]([CH3:18])([CH3:17])[CH3:16])=[CH:7][CH:6]=[CH:5]2.C(N(CC)CC)C.C1C=CC(N([S:34]([C:37]([F:40])([F:39])[F:38])(=[O:36])=[O:35])[S:34]([C:37]([F:40])([F:39])[F:38])(=[O:36])=[O:35])=CC=1, predict the reaction product. The product is: [F:38][C:37]([F:40])([F:39])[S:34]([O:1][C:2]1[CH:11]=[CH:10][C:9]2[C:4](=[CH:5][CH:6]=[CH:7][C:8]=2[NH:12][C:13]([O:14][C:15]([CH3:16])([CH3:18])[CH3:17])=[O:19])[CH:3]=1)(=[O:36])=[O:35]. (3) Given the reactants [N+:1]([C:4]1[CH:5]=[C:6]([CH:11]=[C:12]([S:14]([F:19])([F:18])([F:17])([F:16])[F:15])[CH:13]=1)[C:7]([O:9][CH3:10])=[O:8])([O-])=O.CC(O)=O.[H][H], predict the reaction product. The product is: [NH2:1][C:4]1[CH:5]=[C:6]([CH:11]=[C:12]([S:14]([F:19])([F:15])([F:16])([F:17])[F:18])[CH:13]=1)[C:7]([O:9][CH3:10])=[O:8]. (4) Given the reactants [Br:1][C:2]1[C:19]([O:20][CH3:21])=[N:18][C:5]2[CH2:6][CH2:7][N:8](C(OC(C)(C)C)=O)[CH2:9][CH2:10][C:4]=2[C:3]=1[OH:22], predict the reaction product. The product is: [Br:1][C:2]1[C:19]([O:20][CH3:21])=[N:18][C:5]2[CH2:6][CH2:7][NH:8][CH2:9][CH2:10][C:4]=2[C:3]=1[OH:22]. (5) The product is: [CH3:1][O:2][C:3]([C:5]1[CH2:6][N:7]([C:29]([O:31][C:32]([CH3:35])([CH3:34])[CH3:33])=[O:30])[CH2:8][CH2:9][C:10]=1[NH:11][CH:12]([C:14]1[CH:15]=[CH:16][CH:17]=[CH:18][CH:19]=1)[CH3:13])=[O:4]. Given the reactants [CH3:1][O:2][C:3]([C:5]1[CH2:6][NH:7][CH2:8][CH2:9][C:10]=1[NH:11][CH:12]([C:14]1[CH:19]=[CH:18][CH:17]=[CH:16][CH:15]=1)[CH3:13])=[O:4].CCN(C(C)C)C(C)C.[C:29](O[C:29]([O:31][C:32]([CH3:35])([CH3:34])[CH3:33])=[O:30])([O:31][C:32]([CH3:35])([CH3:34])[CH3:33])=[O:30].C(=O)(O)[O-].[Na+], predict the reaction product. (6) The product is: [CH3:25][O:24][C:21]1[CH:22]=[CH:23][C:17]2[CH:16]=[C:15]([C:11]3[CH2:12][CH2:13][NH:8][CH2:9][CH:10]=3)[S:19][C:18]=2[CH:20]=1. Given the reactants C(OC([N:8]1[CH2:13][CH2:12][C:11]([C:15]2[S:19][C:18]3[CH:20]=[C:21]([O:24][CH3:25])[CH:22]=[CH:23][C:17]=3[CH:16]=2)(O)[CH2:10][CH2:9]1)=O)(C)(C)C.FC(F)(F)C(O)=O, predict the reaction product. (7) Given the reactants [C:1]1([N:7]([CH2:28][CH2:29][CH3:30])[C@H:8]([C:13]([NH:15][N:16]=[CH:17][CH2:18][CH2:19][NH:20][C:21]([O:23][C:24]([CH3:27])([CH3:26])[CH3:25])=[O:22])=[O:14])[CH2:9][CH:10]([CH3:12])[CH3:11])[CH:6]=[CH:5][CH:4]=[CH:3][CH:2]=1.[BH3-]C#N.[Na+].C(O)(=O)C, predict the reaction product. The product is: [C:1]1([N:7]([CH2:28][CH2:29][CH3:30])[C@H:8]([C:13]([NH:15][NH:16][CH2:17][CH2:18][CH2:19][NH:20][C:21]([O:23][C:24]([CH3:27])([CH3:26])[CH3:25])=[O:22])=[O:14])[CH2:9][CH:10]([CH3:12])[CH3:11])[CH:6]=[CH:5][CH:4]=[CH:3][CH:2]=1. (8) Given the reactants [Cl:1][C:2]1[CH:7]=[CH:6][C:5]([NH:8][C:9]([NH:11][C@H:12]2[CH2:17][CH2:16][C@@H:15]([OH:18])[CH2:14][CH2:13]2)=[O:10])=[CH:4][C:3]=1[C:19]([F:22])([F:21])[F:20].Cl[C:24]1[CH:29]=[CH:28][N:27]=[C:26]([C:30]([O:32][C:33]([CH3:36])([CH3:35])[CH3:34])=[O:31])[CH:25]=1.CC(C)([O-])C.[K+], predict the reaction product. The product is: [C:33]([O:32][C:30]([C:26]1[CH:25]=[C:24]([O:18][C@H:15]2[CH2:14][CH2:13][C@@H:12]([NH:11][C:9]([NH:8][C:5]3[CH:6]=[CH:7][C:2]([Cl:1])=[C:3]([C:19]([F:20])([F:21])[F:22])[CH:4]=3)=[O:10])[CH2:17][CH2:16]2)[CH:29]=[CH:28][N:27]=1)=[O:31])([CH3:36])([CH3:34])[CH3:35]. (9) Given the reactants [C:1]([C:5]1[CH:6]=[C:7]([CH2:15][C:16](O)=[O:17])[CH:8]=[C:9]([C:11]([CH3:14])([CH3:13])[CH3:12])[CH:10]=1)([CH3:4])([CH3:3])[CH3:2].Cl.[CH3:20][NH:21][O:22][CH3:23].CCN(C(C)C)C(C)C, predict the reaction product. The product is: [C:11]([C:9]1[CH:8]=[C:7]([CH2:15][C:16]([N:21]([O:22][CH3:23])[CH3:20])=[O:17])[CH:6]=[C:5]([C:1]([CH3:2])([CH3:3])[CH3:4])[CH:10]=1)([CH3:12])([CH3:13])[CH3:14]. (10) Given the reactants ClC1C=C(Cl)C=CC=1CN1C[C@H](C2C=CSC=2)[C@@H](C[N:16]2[CH2:21][CH2:20][CH:19]([CH2:22][OH:23])[CH2:18][CH2:17]2)C1.[OH-].[Na+].[CH3:31]C(OC(OC(OC(C)(C)C)=O)=O)(C)C, predict the reaction product. The product is: [CH3:31][O:23][CH2:22][CH:19]1[CH2:20][CH2:21][NH:16][CH2:17][CH2:18]1.